Dataset: Catalyst prediction with 721,799 reactions and 888 catalyst types from USPTO. Task: Predict which catalyst facilitates the given reaction. (1) Reactant: Cl.[C:2]1([C:8]2[CH:9]=[C:10]3[C:14](=[C:15]([C:17]([NH2:19])=[O:18])[CH:16]=2)[NH:13][N:12]=[C:11]3[CH:20]2[CH2:25][CH2:24][NH:23][CH2:22][CH2:21]2)[CH:7]=[CH:6][CH:5]=[CH:4][CH:3]=1.[Cl:26][CH2:27][CH2:28][CH2:29][S:30](Cl)(=[O:32])=[O:31].C(N(C(C)C)CC)(C)C. Product: [Cl:26][CH2:27][CH2:28][CH2:29][S:30]([N:23]1[CH2:24][CH2:25][CH:20]([C:11]2[C:10]3[C:14](=[C:15]([C:17]([NH2:19])=[O:18])[CH:16]=[C:8]([C:2]4[CH:3]=[CH:4][CH:5]=[CH:6][CH:7]=4)[CH:9]=3)[NH:13][N:12]=2)[CH2:21][CH2:22]1)(=[O:32])=[O:31]. The catalyst class is: 166. (2) Reactant: C[O:2][C:3](=[O:38])[C:4]1[CH:9]=[C:8]([CH:10]2[C:19]3[C:18](=[O:20])[CH2:17][CH:16]([CH2:21][CH2:22][CH3:23])[CH2:15][C:14]=3[NH:13][C:12]([CH3:24])=[C:11]2[C:25]#[N:26])[CH:7]=[C:6]([Br:27])[C:5]=1[O:28][CH2:29][C:30]1[CH:35]=[CH:34][CH:33]=[C:32]([O:36][CH3:37])[CH:31]=1.C(O)(=O)C. Product: [Br:27][C:6]1[C:5]([O:28][CH2:29][C:30]2[CH:35]=[CH:34][CH:33]=[C:32]([O:36][CH3:37])[CH:31]=2)=[C:4]([CH:9]=[C:8]([CH:10]2[C:19]3[C:18](=[O:20])[CH2:17][CH:16]([CH2:21][CH2:22][CH3:23])[CH2:15][C:14]=3[NH:13][C:12]([CH3:24])=[C:11]2[C:25]#[N:26])[CH:7]=1)[C:3]([OH:38])=[O:2]. The catalyst class is: 758. (3) Reactant: [Cl:1][C:2]1[N:7]=[CH:6][C:5]([CH2:8][N:9]2[C:13]3=[C:14]([N+:19]([O-:21])=[O:20])[CH2:15][CH2:16][C:17](=O)[N:12]3[CH2:11][CH2:10]2)=[CH:4][CH:3]=1.Cl.[NH2:23][OH:24].[OH-].[K+]. Product: [Cl:1][C:2]1[N:7]=[CH:6][C:5]([CH2:8][N:9]2[C:13]3=[C:14]([N+:19]([O-:21])=[O:20])[CH2:15][CH2:16]/[C:17](=[N:23]\[OH:24])/[N:12]3[CH2:11][CH2:10]2)=[CH:4][CH:3]=1. The catalyst class is: 8. (4) The catalyst class is: 10. Reactant: [NH:1]1[C:9]2[C:4](=[C:5]([O:10][CH2:11][CH2:12][CH2:13][O:14][C:15]3[CH:27]=[CH:26][C:18]4[C:19]([C:22]([F:25])([F:24])[F:23])=[N:20][O:21][C:17]=4[C:16]=3[CH2:28][CH2:29][CH3:30])[CH:6]=[CH:7][CH:8]=2)[CH:3]=[CH:2]1.[CH3:31][O:32][C:33](=[O:36])[CH2:34]Br.C(=O)([O-])[O-].[K+].[K+].[I-].[K+]. Product: [CH3:31][O:32][C:33](=[O:36])[CH2:34][N:1]1[C:9]2[C:4](=[C:5]([O:10][CH2:11][CH2:12][CH2:13][O:14][C:15]3[CH:27]=[CH:26][C:18]4[C:19]([C:22]([F:24])([F:23])[F:25])=[N:20][O:21][C:17]=4[C:16]=3[CH2:28][CH2:29][CH3:30])[CH:6]=[CH:7][CH:8]=2)[CH:3]=[CH:2]1. (5) Reactant: [CH2:1]([O:3][CH:4]([O:31][CH2:32][CH3:33])[C:5]1[N:10]=[C:9](S(CC2C=CC=CC=2)(=O)=O)[N:8]=[C:7]([NH:21][C:22]2[S:23][C:24]3[C:29]([N:30]=2)=[CH:28][CH:27]=[CH:26][N:25]=3)[CH:6]=1)[CH3:2].[NH2:34][C@H:35]1[CH2:40][CH2:39][C@H:38]([OH:41])[CH2:37][CH2:36]1.O. Product: [CH2:1]([O:3][CH:4]([O:31][CH2:32][CH3:33])[C:5]1[CH:6]=[C:7]([NH:21][C:22]2[S:23][C:24]3[C:29]([N:30]=2)=[CH:28][CH:27]=[CH:26][N:25]=3)[N:8]=[C:9]([NH:34][C@H:35]2[CH2:40][CH2:39][C@H:38]([OH:41])[CH2:37][CH2:36]2)[N:10]=1)[CH3:2]. The catalyst class is: 12. (6) The catalyst class is: 64. Product: [CH:6]([OH:8])=[O:7].[CH3:58][S:59]([NH:62][C:6](=[O:8])[C:5]1[CH:4]=[CH:3][C:2]([O:1][CH2:20][C:17]2[CH:18]=[N:19][C:14]([C:13]([F:23])([F:22])[F:12])=[CH:15][CH:16]=2)=[CH:11][CH:10]=1)(=[O:61])=[O:60]. Reactant: [OH:1][C:2]1[CH:11]=[CH:10][C:5]([C:6]([O:8]C)=[O:7])=[CH:4][CH:3]=1.[F:12][C:13]([F:23])([F:22])[C:14]1[N:19]=[CH:18][C:17]([CH2:20]O)=[CH:16][CH:15]=1.C1(P(C2C=CC=CC=2)C2C=CC=CC=2)C=CC=CC=1.[OH-].[Li+].C(O)(=O)CC(CC(O)=O)(C(O)=O)O.[CH3:58][S:59]([NH2:62])(=[O:61])=[O:60].Cl.CN(C)CCCN=C=NCC. (7) Reactant: [CH3:1][C:2]([OH:16])([C:4]1[CH:9]=[CH:8][C:7]([C:10]2[CH:15]=[CH:14][CH:13]=[CH:12][CH:11]=2)=[CH:6][CH:5]=1)[CH3:3].N1C=CC=CC=1.[C:23]1([O:29][C:30](Cl)=[O:31])[CH:28]=[CH:27][CH:26]=[CH:25][CH:24]=1. The catalyst class is: 2. Product: [C:30](=[O:31])([O:29][C:23]1[CH:28]=[CH:27][CH:26]=[CH:25][CH:24]=1)[O:16][C:2]([C:4]1[CH:9]=[CH:8][C:7]([C:10]2[CH:11]=[CH:12][CH:13]=[CH:14][CH:15]=2)=[CH:6][CH:5]=1)([CH3:1])[CH3:3].